This data is from Full USPTO retrosynthesis dataset with 1.9M reactions from patents (1976-2016). The task is: Predict the reactants needed to synthesize the given product. (1) Given the product [O:17]1[CH2:21][CH2:20][CH:19]([CH2:22][NH:23][C:24]([C:26]2[C:30]([CH:13]=[O:12])=[C:29]([CH2:31][O:32][CH2:33][C:34]3[CH:39]=[CH:38][CH:37]=[CH:36][C:35]=3[F:40])[O:28][N:27]=2)=[O:25])[CH2:18]1, predict the reactants needed to synthesize it. The reactants are: CCCCCC.C([Li])CCC.[O:12]1CCC[CH2:13]1.[O:17]1[CH2:21][CH2:20][CH:19]([CH2:22][NH:23][C:24]([C:26]2[CH:30]=[C:29]([CH2:31][O:32][CH2:33][C:34]3[CH:39]=[CH:38][CH:37]=[CH:36][C:35]=3[F:40])[O:28][N:27]=2)=[O:25])[CH2:18]1.Cl. (2) Given the product [N+:20]([C:15]1[CH:16]=[CH:17][CH:18]=[CH:19][C:14]=1[C:6]1[C:5]([C:3]([OH:2])=[O:4])=[CH:10][C:9]([C:11]2[S:13][CH:28]=[C:27]([C:26]3[CH:31]=[CH:32][CH:33]=[CH:34][C:25]=3[C:24]([F:23])([F:35])[F:36])[N:12]=2)=[CH:8][CH:7]=1)([O-:22])=[O:21], predict the reactants needed to synthesize it. The reactants are: C[O:2][C:3]([C:5]1[C:6]([C:14]2[CH:19]=[CH:18][CH:17]=[CH:16][C:15]=2[N+:20]([O-:22])=[O:21])=[CH:7][CH:8]=[C:9]([C:11](=[S:13])[NH2:12])[CH:10]=1)=[O:4].[F:23][C:24]([F:36])([F:35])[C:25]1[CH:34]=[CH:33][CH:32]=[CH:31][C:26]=1[C:27](=O)[CH2:28]Br. (3) Given the product [CH2:1]([C:8]1[NH:13][C:12](=[O:14])[C:11]([C:27]2[CH:28]=[CH:29][C:24]([O:23][CH2:16][C:17]3[CH:18]=[CH:19][CH:20]=[CH:21][CH:22]=3)=[C:25]([F:33])[CH:26]=2)=[CH:10][N:9]=1)[C:2]1[CH:7]=[CH:6][CH:5]=[CH:4][CH:3]=1, predict the reactants needed to synthesize it. The reactants are: [CH2:1]([C:8]1[NH:13][C:12](=[O:14])[C:11](Br)=[CH:10][N:9]=1)[C:2]1[CH:7]=[CH:6][CH:5]=[CH:4][CH:3]=1.[CH2:16]([O:23][C:24]1[CH:29]=[CH:28][C:27](B(O)O)=[CH:26][C:25]=1[F:33])[C:17]1[CH:22]=[CH:21][CH:20]=[CH:19][CH:18]=1.[Cl-].[Li+]. (4) Given the product [C:1]([C:3]1[CH:8]=[CH:7][N:6]=[C:5]([C:9]([NH:11][C:12]2[CH:13]=[C:14]3[C:18](=[CH:19][CH:20]=2)[N:17]([CH2:21][CH3:22])[CH:16]=[C:15]3[CH:23]2[CH2:24][CH2:25][NH:26][CH2:27][CH2:28]2)=[O:10])[CH:4]=1)#[N:2], predict the reactants needed to synthesize it. The reactants are: [C:1]([C:3]1[CH:8]=[CH:7][N:6]=[C:5]([C:9]([NH:11][C:12]2[CH:13]=[C:14]3[C:18](=[CH:19][CH:20]=2)[N:17]([CH2:21][CH3:22])[CH:16]=[C:15]3[CH:23]2[CH2:28][CH2:27][N:26](C(OC(C)(C)C)=O)[CH2:25][CH2:24]2)=[O:10])[CH:4]=1)#[N:2].Cl.C([O-])(O)=O.[Na+]. (5) Given the product [F:25][C:3]1[CH:4]=[C:5]([C:8]2[CH:9]=[CH:10][C:11]([C:14]([C@@H:16]3[CH2:20][CH2:19][CH2:18][C@H:17]3[C:21]([O:23][CH3:24])=[O:22])=[O:15])=[CH:12][CH:13]=2)[CH:6]=[CH:7][C:2]=1[NH:1][C:32]1[O:33][C:29]2[CH:28]=[C:27]([CH3:26])[CH:39]=[CH:38][C:30]=2[N:31]=1, predict the reactants needed to synthesize it. The reactants are: [NH2:1][C:2]1[CH:7]=[CH:6][C:5]([C:8]2[CH:13]=[CH:12][C:11]([C:14]([C@@H:16]3[CH2:20][CH2:19][CH2:18][C@H:17]3[C:21]([O:23][CH3:24])=[O:22])=[O:15])=[CH:10][CH:9]=2)=[CH:4][C:3]=1[F:25].[CH3:26][C:27]1[CH:39]=[CH:38][C:30]2[N:31]=[C:32](S(C)(=O)=O)[O:33][C:29]=2[CH:28]=1.